This data is from Full USPTO retrosynthesis dataset with 1.9M reactions from patents (1976-2016). The task is: Predict the reactants needed to synthesize the given product. (1) The reactants are: [O:1]=[C:2]([NH:21][C:22]1[CH:23]=[C:24]2[C:34](=[O:35])[NH:33][N:32]=[CH:31][C:26]3=[CH:27][NH:28][C:29]([CH:30]=1)=[C:25]23)[C@H:3]([NH:13]C(=O)OC(C)(C)C)[CH2:4][O:5][CH2:6][C:7]1[CH:12]=[CH:11][CH:10]=[CH:9][CH:8]=1.[ClH:36]. Given the product [ClH:36].[NH2:13][C@H:3]([CH2:4][O:5][CH2:6][C:7]1[CH:12]=[CH:11][CH:10]=[CH:9][CH:8]=1)[C:2]([NH:21][C:22]1[CH:23]=[C:24]2[C:34](=[O:35])[NH:33][N:32]=[CH:31][C:26]3=[CH:27][NH:28][C:29]([CH:30]=1)=[C:25]23)=[O:1], predict the reactants needed to synthesize it. (2) Given the product [CH3:12][C:11]([CH3:14])([O:10][C:8]([N:3]1[CH2:4][CH2:5][CH2:6][CH:7]([CH:32]([C:29]2[CH:28]=[CH:27][C:26]([F:25])=[CH:31][CH:30]=2)[CH:33]([C:38](=[O:42])[CH:39]([CH3:41])[CH3:40])[C:34]([O:36][CH3:37])=[O:35])[C:2]1=[O:1])=[O:9])[CH3:13], predict the reactants needed to synthesize it. The reactants are: [O:1]=[C:2]1[CH2:7][CH2:6][CH2:5][CH2:4][N:3]1[C:8]([O:10][C:11]([CH3:14])([CH3:13])[CH3:12])=[O:9].[Li+].C[Si]([N-][Si](C)(C)C)(C)C.[F:25][C:26]1[CH:31]=[CH:30][C:29]([CH:32]=[C:33]([C:38](=[O:42])[CH:39]([CH3:41])[CH3:40])[C:34]([O:36][CH3:37])=[O:35])=[CH:28][CH:27]=1. (3) Given the product [CH2:28]([C:2]1[CH:14]=[CH:13][C:5]([O:6][CH2:7][C:8]([OH:10])=[O:9])=[C:4]([C:15]([C:17]2[CH:18]=[N:19][N:20]([C:22]3[CH:27]=[CH:26][CH:25]=[CH:24][CH:23]=3)[CH:21]=2)=[O:16])[CH:3]=1)[CH2:29][CH2:30][CH3:31], predict the reactants needed to synthesize it. The reactants are: Br[C:2]1[CH:14]=[CH:13][C:5]([O:6][CH2:7][C:8]([O:10]CC)=[O:9])=[C:4]([C:15]([C:17]2[CH:18]=[N:19][N:20]([C:22]3[CH:27]=[CH:26][CH:25]=[CH:24][CH:23]=3)[CH:21]=2)=[O:16])[CH:3]=1.[CH2:28](B(O)O)[CH2:29][CH2:30][CH3:31]. (4) Given the product [Cl:20][C:14]1[CH:15]=[C:16]([Cl:19])[CH:17]=[CH:18][C:13]=1[CH2:12][NH:11][C:6]1[N:5]=[C:4]([S:21][CH3:22])[N:3]=[C:2]2[N:1]=[CH:23][NH:10][C:8](=[O:9])[C:7]=12, predict the reactants needed to synthesize it. The reactants are: [NH2:1][C:2]1[C:7]([C:8]([NH2:10])=[O:9])=[C:6]([NH:11][CH2:12][C:13]2[CH:18]=[CH:17][C:16]([Cl:19])=[CH:15][C:14]=2[Cl:20])[N:5]=[C:4]([S:21][CH3:22])[N:3]=1.[CH:23](OCC)(OCC)OCC.C(OC(=O)C)(=O)C. (5) Given the product [CH3:1][O:2][C:3]1[CH:8]=[C:7]([CH:6]=[CH:5][C:4]=1[C:12]1[CH:17]=[CH:16][N:15]=[N:14][CH:13]=1)[NH2:9], predict the reactants needed to synthesize it. The reactants are: [CH3:1][O:2][C:3]1[CH:8]=[C:7]([N+:9]([O-])=O)[CH:6]=[CH:5][C:4]=1[C:12]1[CH:17]=[CH:16][N:15]=[N:14][CH:13]=1. (6) Given the product [Cl:23][CH2:24][C:25]([N:13]1[CH2:14][CH2:15][CH2:16][N:10]([C:7]2[CH:6]=[CH:5][C:4]([N+:1]([O-:3])=[O:2])=[CH:9][CH:8]=2)[CH2:11][CH2:12]1)=[O:26], predict the reactants needed to synthesize it. The reactants are: [N+:1]([C:4]1[CH:9]=[CH:8][C:7]([N:10]2[CH2:16][CH2:15][CH2:14][NH:13][CH2:12][CH2:11]2)=[CH:6][CH:5]=1)([O-:3])=[O:2].C(=O)([O-])[O-].[K+].[K+].[Cl:23][CH2:24][C:25](Cl)=[O:26]. (7) The reactants are: [Br:1][C:2]1[C:7]([F:8])=[C:6]([C:9]2[CH:10]=[N:11][C:12]([C:15]([F:18])([F:17])[F:16])=[N:13][CH:14]=2)[CH:5]=[C:4]([CH2:19]Br)[N:3]=1.[NH3:21]. Given the product [Br:1][C:2]1[N:3]=[C:4]([CH2:19][NH2:21])[CH:5]=[C:6]([C:9]2[CH:10]=[N:11][C:12]([C:15]([F:18])([F:17])[F:16])=[N:13][CH:14]=2)[C:7]=1[F:8], predict the reactants needed to synthesize it.